From a dataset of Full USPTO retrosynthesis dataset with 1.9M reactions from patents (1976-2016). Predict the reactants needed to synthesize the given product. (1) Given the product [CH2:1]([O:3][C:4]([C:6]1[CH:7]=[CH:8][C:9]([N:12]2[CH2:17][CH2:16][CH:15]([NH2:45])[CH2:14][CH2:13]2)=[N:10][CH:11]=1)=[O:5])[CH3:2], predict the reactants needed to synthesize it. The reactants are: [CH2:1]([O:3][C:4]([C:6]1[CH:7]=[CH:8][C:9]([N:12]2[CH2:17][CH2:16][CH:15](C(=O)N)[CH2:14][CH2:13]2)=[N:10][CH:11]=1)=[O:5])[CH3:2].FC(F)(F)C(OC1C(OC(=O)C(F)(F)F)=C(I)C=CC=1)=O.O.C(#[N:45])C. (2) Given the product [CH2:8]([N:15]([CH2:6][C:3]1[CH:4]=[CH:5][NH:1][N:2]=1)[C:23](=[O:24])[O:22][C:19]([CH3:21])([CH3:20])[CH3:18])[C:9]1[CH:14]=[CH:13][CH:12]=[CH:11][CH:10]=1, predict the reactants needed to synthesize it. The reactants are: [NH:1]1[CH:5]=[CH:4][C:3]([CH:6]=O)=[N:2]1.[CH2:8]([NH2:15])[C:9]1[CH:14]=[CH:13][CH:12]=[CH:11][CH:10]=1.[BH4-].[Na+].[CH3:18][C:19]([O:22][C:23](O[C:23]([O:22][C:19]([CH3:21])([CH3:20])[CH3:18])=[O:24])=[O:24])([CH3:21])[CH3:20].